From a dataset of Forward reaction prediction with 1.9M reactions from USPTO patents (1976-2016). Predict the product of the given reaction. (1) The product is: [N:29]1([CH2:28][C:25]2[CH:24]=[CH:23][C:22]([C:2]3[CH:7]=[CH:6][N:5]=[C:4]4[NH:8][CH:9]=[C:10]([C:11]#[N:12])[C:3]=34)=[CH:27][CH:26]=2)[CH2:30][CH2:31][O:32][CH2:33][CH2:34]1. Given the reactants Cl[C:2]1[CH:7]=[CH:6][N:5]=[C:4]2[NH:8][CH:9]=[C:10]([C:11]#[N:12])[C:3]=12.B1([C:22]2[CH:27]=[CH:26][C:25]([CH2:28][N:29]3[CH2:34][CH2:33][O:32][CH2:31][CH2:30]3)=[CH:24][CH:23]=2)OC(C)(C)C(C)(C)O1.Cl, predict the reaction product. (2) The product is: [C:5]([C:4]1[CH:7]=[C:8]([N:10]([CH2:11][C:12]2[CH:13]=[CH:14][C:15]([S:18]([CH3:21])(=[O:20])=[O:19])=[CH:16][CH:17]=2)[C:29](=[O:30])[CH2:28][C:22]2[CH:27]=[CH:26][CH:25]=[CH:24][CH:23]=2)[CH:9]=[C:2]([F:1])[CH:3]=1)#[N:6]. Given the reactants [F:1][C:2]1[CH:3]=[C:4]([CH:7]=[C:8]([NH:10][CH2:11][C:12]2[CH:17]=[CH:16][C:15]([S:18]([CH3:21])(=[O:20])=[O:19])=[CH:14][CH:13]=2)[CH:9]=1)[C:5]#[N:6].[C:22]1([CH2:28][C:29](Cl)=[O:30])[CH:27]=[CH:26][CH:25]=[CH:24][CH:23]=1, predict the reaction product. (3) Given the reactants [F:1][C:2]1[CH:3]=[C:4]([CH:36]=[CH:37][C:38]=1[OH:39])[C:5]([N:7]([CH:33]([CH3:35])[CH3:34])[C:8]1[CH:13]=[C:12]([O:14][CH3:15])[CH:11]=[CH:10][C:9]=1[C@@H:16]1[CH2:25][CH2:24][C:23]2[CH:22]=[C:21]([O:26]C(=O)C(C)(C)C)[CH:20]=[CH:19][C:18]=2[CH2:17]1)=O.Cl[CH2:41][C:42]([N:44]1[CH2:49][CH2:48][CH2:47][CH2:46][CH2:45]1)=O, predict the reaction product. The product is: [F:1][C:2]1[CH:3]=[C:4]([CH:36]=[CH:37][C:38]=1[O:39][CH2:41][CH2:42][N:44]1[CH2:49][CH2:48][CH2:47][CH2:46][CH2:45]1)[CH2:5][N:7]([CH:33]([CH3:35])[CH3:34])[C:8]1[CH:13]=[C:12]([O:14][CH3:15])[CH:11]=[CH:10][C:9]=1[C@@H:16]1[CH2:25][CH2:24][C:23]2[CH:22]=[C:21]([OH:26])[CH:20]=[CH:19][C:18]=2[CH2:17]1. (4) Given the reactants [C:1]([C:3]1[CH:4]=[C:5]([C:13]2[O:17][N:16]=[C:15]([C:18]3[C:19]([CH3:32])=[C:20]4[C:25](=[CH:26][CH:27]=3)[CH2:24][N:23]([CH2:28][C:29]([OH:31])=O)[CH2:22][CH2:21]4)[N:14]=2)[CH:6]=[CH:7][C:8]=1[O:9][CH:10]([CH3:12])[CH3:11])#[N:2].CCN(C(C)C)C(C)C.CN(C(ON1N=NC2C=CC=NC1=2)=[N+](C)C)C.F[P-](F)(F)(F)(F)F.[CH2:66]([CH2:68][NH2:69])[OH:67].[ClH:70], predict the reaction product. The product is: [ClH:70].[C:1]([C:3]1[CH:4]=[C:5]([C:13]2[O:17][N:16]=[C:15]([C:18]3[C:19]([CH3:32])=[C:20]4[C:25](=[CH:26][CH:27]=3)[CH2:24][N:23]([CH2:28][C:29]([NH:69][CH2:68][CH2:66][OH:67])=[O:31])[CH2:22][CH2:21]4)[N:14]=2)[CH:6]=[CH:7][C:8]=1[O:9][CH:10]([CH3:11])[CH3:12])#[N:2]. (5) Given the reactants [Br:1][C:2]1[CH:7]=[CH:6][C:5]([CH:8]([OH:10])[CH3:9])=[CH:4][CH:3]=1.Cl[C:12]1[CH:17]=[CH:16][CH:15]=[CH:14][N:13]=1.[OH-].[K+], predict the reaction product. The product is: [Br:1][C:2]1[CH:7]=[CH:6][C:5]([CH:8]([O:10][C:12]2[CH:17]=[CH:16][CH:15]=[CH:14][N:13]=2)[CH3:9])=[CH:4][CH:3]=1.